This data is from Full USPTO retrosynthesis dataset with 1.9M reactions from patents (1976-2016). The task is: Predict the reactants needed to synthesize the given product. Given the product [Br:25][C:20]1[CH:21]=[CH:22][CH:23]=[CH:24][C:19]=1[CH2:18][NH:1][C:2]1[CH:16]=[CH:15][C:5]2[C:6](=[O:14])[NH:7][C:8]3[C:13]([C:4]=2[CH:3]=1)=[CH:12][CH:11]=[CH:10][N:9]=3, predict the reactants needed to synthesize it. The reactants are: [NH2:1][C:2]1[CH:16]=[CH:15][C:5]2[C:6](=[O:14])[NH:7][C:8]3[C:13]([C:4]=2[CH:3]=1)=[CH:12][CH:11]=[CH:10][N:9]=3.Br[CH2:18][C:19]1[CH:24]=[CH:23][CH:22]=[CH:21][C:20]=1[Br:25].